From a dataset of Full USPTO retrosynthesis dataset with 1.9M reactions from patents (1976-2016). Predict the reactants needed to synthesize the given product. (1) The reactants are: [CH3:1][O:2][C:3]1[CH:8]=[CH:7][C:6]([C:9]2[CH2:18][CH2:17][C:12]3([O:16][CH2:15][CH2:14][O:13]3)[CH2:11][CH:10]=2)=[CH:5][CH:4]=1. Given the product [CH3:1][O:2][C:3]1[CH:8]=[CH:7][C:6]([CH:9]2[CH2:18][CH2:17][C:12]3([O:16][CH2:15][CH2:14][O:13]3)[CH2:11][CH2:10]2)=[CH:5][CH:4]=1, predict the reactants needed to synthesize it. (2) Given the product [CH2:1]([O:3][C:4]([N:6]1[C:15]2[C:10](=[N:11][C:12]([CH3:54])=[CH:13][CH:14]=2)[C@@H:9]([NH:24][C:25]2[N:30]=[C:29]([CH2:31][C:32]3[CH:37]=[C:36]([C:38]([F:39])([F:41])[F:40])[CH:35]=[C:34]([C:42]([F:43])([F:45])[F:44])[CH:33]=3)[C:28]([N:46]3[CH2:51][CH2:50][O:49][CH2:48][CH2:47]3)=[CH:27][N:26]=2)[CH2:8][C@H:7]1[CH2:52][CH3:53])=[O:5])[CH3:2], predict the reactants needed to synthesize it. The reactants are: [CH2:1]([O:3][C:4]([N:6]1[C:15]2[C:10](=[N:11][C:12](OS(C(F)(F)F)(=O)=O)=[CH:13][CH:14]=2)[C@@H:9]([NH:24][C:25]2[N:30]=[C:29]([CH2:31][C:32]3[CH:37]=[C:36]([C:38]([F:41])([F:40])[F:39])[CH:35]=[C:34]([C:42]([F:45])([F:44])[F:43])[CH:33]=3)[C:28]([N:46]3[CH2:51][CH2:50][O:49][CH2:48][CH2:47]3)=[CH:27][N:26]=2)[CH2:8][C@H:7]1[CH2:52][CH3:53])=[O:5])[CH3:2].[CH3:54][Al](C)C.CCCCCC.C(=O)([O-])O.[Na+].C(OCC)(=O)C. (3) The reactants are: [Cl:1][C:2]1[CH:7]=[CH:6][CH:5]=[C:4]([Cl:8])[C:3]=1[C:9]1[NH:17][C:16]2[C:11](=[N:12][CH:13]=[N:14][C:15]=2SC)[N:10]=1.O[O:21][S:22]([O-:24])=O.[K+].[CH3:26]N(C=O)C. Given the product [Cl:8][C:4]1[CH:5]=[CH:6][CH:7]=[C:2]([Cl:1])[C:3]=1[C:9]1[NH:17][C:16]2[C:11](=[N:12][CH:13]=[N:14][C:15]=2[S:22]([CH3:26])(=[O:24])=[O:21])[N:10]=1, predict the reactants needed to synthesize it.